This data is from Forward reaction prediction with 1.9M reactions from USPTO patents (1976-2016). The task is: Predict the product of the given reaction. (1) Given the reactants [NH2:1][C@H:2]([CH2:4]O)[CH3:3].C(N(CC)CC)C.[CH3:13][O:14][P:15](Cl)([O:17][CH3:18])=[O:16].C(Cl)Cl.CO.[NH4+].[OH-].C(Cl)(Cl)Cl.CO.[NH4+].[OH-].[O-][Mn](=O)(=O)=O.[K+].CS(Cl)(=O)=O.[OH-].[K+], predict the reaction product. The product is: [CH3:13][O:14][P:15]([N@:1]1[CH2:4][C@@H:2]1[CH3:3])(=[O:16])[O:17][CH3:18]. (2) The product is: [CH2:1]([O:3][C:4](=[O:15])[C:5]([C:7]1[CH:8]=[CH:9][C:10]([CH2:13][Br:16])=[CH:11][CH:12]=1)([CH3:14])[CH3:6])[CH3:2]. Given the reactants [CH2:1]([O:3][C:4](=[O:15])[C:5]([CH3:14])([C:7]1[CH:12]=[CH:11][C:10]([CH3:13])=[CH:9][CH:8]=1)[CH3:6])[CH3:2].[Br:16]N1C(=O)CCC1=O, predict the reaction product. (3) The product is: [Cl:11][C:4]1[N:5]=[C:6]([CH3:10])[C:7]2[CH:8]=[N:12][NH:13][C:2]=2[CH:3]=1. Given the reactants Cl[C:2]1[C:7]([CH:8]=O)=[C:6]([CH3:10])[N:5]=[C:4]([Cl:11])[CH:3]=1.[NH2:12][NH2:13], predict the reaction product. (4) Given the reactants C(=O)([O-])[O-].[Ca+2].Cl.[NH2:7][C@@H:8]([C:13]([NH2:15])=[O:14])[CH2:9][CH:10]([CH3:12])[CH3:11].Cl[C:17]1[C:24]([F:25])=[CH:23][C:20]([C:21]#[N:22])=[C:19]([NH:26][C:27]2[CH:28]=[C:29]3[C:34](=[CH:35][CH:36]=2)[N:33]=[CH:32][CH:31]=[CH:30]3)[N:18]=1.[Cl-].[Na+], predict the reaction product. The product is: [C:21]([C:20]1[CH:23]=[C:24]([F:25])[C:17]([NH:7][C@H:8]([CH2:9][CH:10]([CH3:12])[CH3:11])[C:13]([NH2:15])=[O:14])=[N:18][C:19]=1[NH:26][C:27]1[CH:28]=[C:29]2[C:34](=[CH:35][CH:36]=1)[N:33]=[CH:32][CH:31]=[CH:30]2)#[N:22]. (5) Given the reactants [CH2:1]([O:3][C:4](=[O:33])[CH2:5][C@@H:6]1[C:18]2[N:17]([C@H](C3C=CC(Cl)=CC=3)C)[C:16]3[C:11](=[CH:12][C:13]([F:32])=[CH:14][C:15]=3[S:28]([CH3:31])(=[O:30])=[O:29])[C:10]=2[CH2:9][CH2:8][CH2:7]1)C.C1COCC1.CO.[Li+].[OH-], predict the reaction product. The product is: [CH3:1][O:3][C:4](=[O:33])[CH2:5][C@@H:6]1[C:18]2[NH:17][C:16]3[C:11](=[CH:12][C:13]([F:32])=[CH:14][C:15]=3[S:28]([CH3:31])(=[O:30])=[O:29])[C:10]=2[CH2:9][CH2:8][CH2:7]1. (6) Given the reactants [NH2:1][C:2]1[N:11]=[CH:10][C:9]2[C:8](=[N:12][O:13][CH2:14][C:15]([OH:17])=O)[CH2:7][CH:6]([C:18]3[CH:23]=[CH:22][C:21]([F:24])=[CH:20][CH:19]=3)[CH2:5][C:4]=2[N:3]=1.S(Cl)(Cl)=O.[NH:29]1[CH2:34][CH2:33][O:32][CH2:31][CH2:30]1.C(N(CC)CC)C, predict the reaction product. The product is: [N:29]1([C:15](=[O:17])[CH2:14][O:13][N:12]=[C:8]2[CH2:7][CH:6]([C:18]3[CH:23]=[CH:22][C:21]([F:24])=[CH:20][CH:19]=3)[CH2:5][C:4]3[N:3]=[C:2]([NH2:1])[N:11]=[CH:10][C:9]2=3)[CH2:34][CH2:33][O:32][CH2:31][CH2:30]1. (7) The product is: [F:23][C:20]1[CH:21]=[CH:22][C:17]2[N:18]([C:14]([C@H:10]3[CH2:11][CH2:12][CH2:13][NH:8][CH2:9]3)=[N:15][N:16]=2)[CH:19]=1. Given the reactants C(OC([N:8]1[CH2:13][CH2:12][CH2:11][C@H:10]([C:14]2[N:18]3[CH:19]=[C:20]([F:23])[CH:21]=[CH:22][C:17]3=[N:16][N:15]=2)[CH2:9]1)=O)(C)(C)C.C(O)(C(F)(F)F)=O, predict the reaction product.